Dataset: CYP2C19 inhibition data for predicting drug metabolism from PubChem BioAssay. Task: Regression/Classification. Given a drug SMILES string, predict its absorption, distribution, metabolism, or excretion properties. Task type varies by dataset: regression for continuous measurements (e.g., permeability, clearance, half-life) or binary classification for categorical outcomes (e.g., BBB penetration, CYP inhibition). Dataset: cyp2c19_veith. (1) The molecule is COc1cccc(Cn2c(=O)c(CCc3ccccc3)nc3cnc(N4CCNCC4)nc32)c1. The result is 1 (inhibitor). (2) The compound is C/C=C1\C[N@@+]2(C)CC[C@@]34C(=C(C=O)[C@H]1C[C@H]32)Nc1ccccc14. The result is 0 (non-inhibitor). (3) The molecule is O=c1c(-c2cc(F)cc(F)c2)nc2cnc(Oc3ccccc3)nc2n1C[C@H]1CCCO1. The result is 0 (non-inhibitor). (4) The compound is CSc1nc(C)c(CCOC(=O)c2cccc(C)c2)c(=O)[nH]1. The result is 1 (inhibitor). (5) The molecule is O=S(=O)(O)CCCc1cccc2ccccc12. The result is 0 (non-inhibitor). (6) The molecule is CCn1cnc2sc(C(=O)N3CCN(c4ccc(OC)cc4)CC3)c(C)c2c1=O. The result is 1 (inhibitor). (7) The drug is COc1ccc(C(=S)N(C)C)cc1OC. The result is 1 (inhibitor).